Regression. Given two drug SMILES strings and cell line genomic features, predict the synergy score measuring deviation from expected non-interaction effect. From a dataset of NCI-60 drug combinations with 297,098 pairs across 59 cell lines. Drug 1: C1CCC(CC1)NC(=O)N(CCCl)N=O. Drug 2: C1=C(C(=O)NC(=O)N1)N(CCCl)CCCl. Cell line: HS 578T. Synergy scores: CSS=12.0, Synergy_ZIP=-3.73, Synergy_Bliss=6.06, Synergy_Loewe=3.93, Synergy_HSA=7.55.